Dataset: Full USPTO retrosynthesis dataset with 1.9M reactions from patents (1976-2016). Task: Predict the reactants needed to synthesize the given product. (1) Given the product [Cl:1][C:2]1[CH:10]=[CH:9][CH:8]=[C:7]2[C:3]=1[C:4]([C:11]([NH:13][CH2:14][CH:15]1[CH2:20][CH2:19][C:18]([F:21])([F:22])[CH2:17][CH2:16]1)=[O:12])=[CH:5][N:6]2[CH2:30][CH:26]1[O:27][CH2:28][CH2:29][N:24]([CH3:23])[CH2:25]1, predict the reactants needed to synthesize it. The reactants are: [Cl:1][C:2]1[CH:10]=[CH:9][CH:8]=[C:7]2[C:3]=1[C:4]([C:11]([NH:13][CH2:14][CH:15]1[CH2:20][CH2:19][C:18]([F:22])([F:21])[CH2:17][CH2:16]1)=[O:12])=[CH:5][NH:6]2.[CH3:23][N:24]1[CH2:29][CH2:28][O:27][CH:26]([CH2:30]O)[CH2:25]1. (2) Given the product [CH3:57][O:56][C:54](=[O:55])[CH2:53][C:52]1[CH:51]=[CH:50][N:65]([C:64]2[CH:66]=[CH:67][C:61]([F:60])=[CH:62][CH:63]=2)[CH:48]=1, predict the reactants needed to synthesize it. The reactants are: C(OC(=O)CC(N1C=CC(C2C=CC=CC=2)=C1)C(NC1CC2=CN(C3C2=CC=CC=3)CCOCCNC1=O)=O)C1C=CC=CC=1.CO[CH:48]1[CH:52]([CH2:53][C:54]([O:56][CH3:57])=[O:55])[CH2:51][CH:50](OC)O1.[F:60][C:61]1[CH:67]=[CH:66][C:64]([NH2:65])=[CH:63][CH:62]=1.FC(F)(F)C(O)=O. (3) Given the product [NH2:14][CH:6]([C:7]1[CH:8]=[CH:9][C:10]([Cl:13])=[CH:11][CH:12]=1)[CH2:5][NH:4][C:1](=[O:3])[CH3:2], predict the reactants needed to synthesize it. The reactants are: [C:1]([NH:4][CH2:5][CH:6]([NH:14]C(=O)OC(C)(C)C)[C:7]1[CH:12]=[CH:11][C:10]([Cl:13])=[CH:9][CH:8]=1)(=[O:3])[CH3:2].FC(F)(F)C(O)=O.